Dataset: Full USPTO retrosynthesis dataset with 1.9M reactions from patents (1976-2016). Task: Predict the reactants needed to synthesize the given product. (1) Given the product [CH2:1]([C:3]1[S:7][C:6]([C:8]2[CH:13]=[CH:12][N:11]=[C:10]([CH2:14][CH3:15])[CH:9]=2)=[N:5][C:4]=1[O:16][S:21]([C:20]([F:39])([F:38])[F:19])(=[O:23])=[O:22])[CH3:2], predict the reactants needed to synthesize it. The reactants are: [CH2:1]([C:3]1[S:7][C:6]([C:8]2[CH:13]=[CH:12][N:11]=[C:10]([CH2:14][CH3:15])[CH:9]=2)=[N:5][C:4]=1[OH:16])[CH3:2].[H-].[Na+].[F:19][C:20]([F:39])([F:38])[S:21](N([S:21]([C:20]([F:39])([F:38])[F:19])(=[O:23])=[O:22])C1C=CC=CC=1)(=[O:23])=[O:22]. (2) Given the product [F:1][C:2]1[C:3]([NH:20][C:21]2[CH:26]=[CH:25][C:24]([I:27])=[CH:23][C:22]=2[F:28])=[C:4]([CH:12]=[C:13]([CH2:16][N:17]([C:29](=[O:33])[CH:30]([CH3:32])[CH3:31])[O:18][CH3:19])[C:14]=1[F:15])[C:5]([NH:7][O:8][CH2:9][CH2:10][OH:11])=[O:6], predict the reactants needed to synthesize it. The reactants are: [F:1][C:2]1[C:3]([NH:20][C:21]2[CH:26]=[CH:25][C:24]([I:27])=[CH:23][C:22]=2[F:28])=[C:4]([CH:12]=[C:13]([CH2:16][NH:17][O:18][CH3:19])[C:14]=1[F:15])[C:5]([NH:7][O:8][CH2:9][CH2:10][OH:11])=[O:6].[C:29](ON1C(=O)C2C=CC=CC=2N=N1)(=[O:33])[CH:30]([CH3:32])[CH3:31].C(O)(=O)C(C)C. (3) Given the product [CH2:26]([O:25][C:20]1[CH:19]=[CH:18][C:17]([OH:16])=[CH:24][C:21]=1[CH2:22][C:28]([O:31][CH3:32])=[O:30])[CH3:27], predict the reactants needed to synthesize it. The reactants are: CSCS(C)=O.[OH-].[Na+].C([O:16][C:17]1[CH:18]=[CH:19][C:20]([O:25][CH2:26][CH3:27])=[C:21]([CH:24]=1)[CH:22]=O)C1C=CC=CC=1.[C:28]([O:31][CH2:32]C)(=[O:30])C. (4) Given the product [F:1][C:2]1[CH2:7][CH2:6][C:5]([OH:36])([C:8]([O:10][CH2:11][C:12]2[CH:13]=[CH:14][CH:15]=[CH:16][CH:17]=2)=[O:9])[CH2:4][CH:3]=1, predict the reactants needed to synthesize it. The reactants are: [F:1][C:2]1[CH2:7][CH2:6][CH:5]([C:8]([O:10][CH2:11][C:12]2[CH:17]=[CH:16][CH:15]=[CH:14][CH:13]=2)=[O:9])[CH2:4][CH:3]=1.C[Si]([N-][Si](C)(C)C)(C)C.[K+].C1(C2[O:36]N2S(C2C=CC=CC=2)(=O)=O)C=CC=CC=1.O1CN1. (5) Given the product [C:18]([O:22][C:23]([N:25]1[C:34]2[C:29](=[CH:30][CH:31]=[C:32]([CH2:35][CH2:36][O:37][C:38]3[CH:39]=[C:40]4[C:44](=[CH:45][CH:46]=3)[N:43]([C:6]([C:7]3[CH:16]=[CH:15][C:14]5[C:9](=[CH:10][CH:11]=[CH:12][CH:13]=5)[CH:8]=3)=[CH:5][C:4]([O:3][CH2:1][CH3:2])=[O:17])[CH:42]=[CH:41]4)[N:33]=2)[CH2:28][CH2:27][CH2:26]1)=[O:24])([CH3:21])([CH3:19])[CH3:20], predict the reactants needed to synthesize it. The reactants are: [CH2:1]([O:3][C:4](=[O:17])[C:5]#[C:6][C:7]1[CH:16]=[CH:15][C:14]2[C:9](=[CH:10][CH:11]=[CH:12][CH:13]=2)[CH:8]=1)[CH3:2].[C:18]([O:22][C:23]([N:25]1[C:34]2[C:29](=[CH:30][CH:31]=[C:32]([CH2:35][CH2:36][O:37][C:38]3[CH:39]=[C:40]4[C:44](=[CH:45][CH:46]=3)[NH:43][CH:42]=[CH:41]4)[N:33]=2)[CH2:28][CH2:27][CH2:26]1)=[O:24])([CH3:21])([CH3:20])[CH3:19]. (6) Given the product [CH3:1][N:2]([CH2:14][CH2:15][C:16]1[CH:17]=[CH:18][CH:19]=[CH:20][CH:21]=1)[CH:3]1[CH2:12][CH2:11][C:10]2[N:9]=[CH:8][C:7]([NH:13][C:27](=[O:28])[CH2:26][C:25](=[O:24])[CH3:30])=[CH:6][C:5]=2[CH2:4]1, predict the reactants needed to synthesize it. The reactants are: [CH3:1][N:2]([CH2:14][CH2:15][C:16]1[CH:21]=[CH:20][CH:19]=[CH:18][CH:17]=1)[CH:3]1[CH2:12][CH2:11][C:10]2[N:9]=[CH:8][C:7]([NH2:13])=[CH:6][C:5]=2[CH2:4]1.CC1(C)[O:28][C:27](=O)[CH:26]=[C:25]([CH3:30])[O:24]1. (7) Given the product [CH:15]1([C:18]2[NH:22][C:21]3[CH:23]=[C:24]([C:35]4[C:36]([CH3:41])=[N:37][O:38][C:39]=4[CH3:40])[CH:25]=[C:26]([C:27]([OH:28])([C:29]4[CH:34]=[CH:33][CH:32]=[CH:31][N:30]=4)[CH:2]4[CH2:3][CH2:4][CH2:5][C:1]4=[O:6])[C:20]=3[N:19]=2)[CH2:16][CH2:17]1, predict the reactants needed to synthesize it. The reactants are: [C:1]1(=[O:6])[CH2:5][CH2:4][CH2:3][CH2:2]1.C([N-]C(C)C)(C)C.[Li+].[CH:15]1([C:18]2[NH:22][C:21]3[CH:23]=[C:24]([C:35]4[C:36]([CH3:41])=[N:37][O:38][C:39]=4[CH3:40])[CH:25]=[C:26]([CH:27]([C:29]4[CH:34]=[CH:33][CH:32]=[CH:31][N:30]=4)[OH:28])[C:20]=3[N:19]=2)[CH2:17][CH2:16]1. (8) Given the product [N:4]([C:5]1[CH:13]=[CH:12][C:8]([C:9]([OH:11])=[O:10])=[CH:7][C:6]=1[CH3:14])=[C:1]=[S:3], predict the reactants needed to synthesize it. The reactants are: [C:1](=[S:3])=S.[NH2:4][C:5]1[CH:13]=[CH:12][C:8]([C:9]([OH:11])=[O:10])=[CH:7][C:6]=1[CH3:14].C(N(CC)CC)C.II.Cl.S([O-])([O-])=O.[Na+].[Na+]. (9) Given the product [CH3:13][O:14][C:15]1[CH:22]=[C:21]([O:23][CH3:24])[CH:20]=[CH:19][C:16]=1[CH2:17][NH:18][C:2]1[C:7]2[C:8](=[O:12])[N:9]([CH3:11])[CH2:10][C:6]=2[CH:5]=[CH:4][N:3]=1, predict the reactants needed to synthesize it. The reactants are: Cl[C:2]1[C:7]2[C:8](=[O:12])[N:9]([CH3:11])[CH2:10][C:6]=2[CH:5]=[CH:4][N:3]=1.[CH3:13][O:14][C:15]1[CH:22]=[C:21]([O:23][CH3:24])[CH:20]=[CH:19][C:16]=1[CH2:17][NH2:18]. (10) Given the product [O:36]=[C:35]1[N:34]([C:37]2[CH:42]=[CH:41][CH:40]=[CH:39][CH:38]=2)[C@H:33]([C:43]2[CH:53]=[CH:52][C:46]([O:47][CH2:12][C:13]([NH:8][CH2:7][C:6]([OH:5])=[O:9])=[O:14])=[CH:45][CH:44]=2)[C@H:32]1[S:31][CH2:30][C:21](=[O:20])[C:24]1[CH:29]=[CH:28][CH:27]=[CH:26][CH:25]=1, predict the reactants needed to synthesize it. The reactants are: C([O:5][C:6](=[O:9])[CH2:7][NH2:8])(C)(C)C.CN1CC[O:14][CH2:13][CH2:12]1.CC1(C)CO[C:21]([CH2:30][S:31][C@H:32]2[C:35](=[O:36])[N:34]([C:37]3[CH:42]=[CH:41][CH:40]=[CH:39][CH:38]=3)[C@@H:33]2[C:43]2[CH:53]=[CH:52][C:46]([O:47]CC(O)=O)=[CH:45][CH:44]=2)([C:24]2[CH:29]=[CH:28][CH:27]=[CH:26][CH:25]=2)[O:20]C1.CN(C(ON1N=NC2C=CC=CC1=2)=[N+](C)C)C.[B-](F)(F)(F)F.